This data is from Forward reaction prediction with 1.9M reactions from USPTO patents (1976-2016). The task is: Predict the product of the given reaction. (1) Given the reactants [ClH:1].O1CCOCC1.[CH2:8]([NH:15][C:16]1[CH:21]=[C:20]([O:22][C:23]2[CH:28]=[CH:27][C:26]([NH:29]C(=O)OC(C)(C)C)=[CH:25][C:24]=2[F:37])[CH:19]=[CH:18][N:17]=1)[C:9]1[CH:14]=[CH:13][CH:12]=[CH:11][CH:10]=1, predict the reaction product. The product is: [ClH:1].[NH2:29][C:26]1[CH:27]=[CH:28][C:23]([O:22][C:20]2[CH:19]=[CH:18][N:17]=[C:16]([NH:15][CH2:8][C:9]3[CH:14]=[CH:13][CH:12]=[CH:11][CH:10]=3)[CH:21]=2)=[C:24]([F:37])[CH:25]=1. (2) Given the reactants [CH3:1][C:2]1[CH:3]=[C:4]([CH:6]=[CH:7][C:8]=1[CH3:9])[NH2:5].C[Si]([N-][Si](C)(C)C)(C)C.[Li+].[CH3:20][S:21][C:22]1[CH:29]=[CH:28][C:25]([C:26]#[N:27])=[CH:24][CH:23]=1.[Cl-].[NH4+], predict the reaction product. The product is: [CH3:1][C:2]1[CH:3]=[C:4]([NH:5][C:26]([C:25]2[CH:28]=[CH:29][C:22]([S:21][CH3:20])=[CH:23][CH:24]=2)=[NH:27])[CH:6]=[CH:7][C:8]=1[CH3:9]. (3) Given the reactants [CH3:1][C:2]1[C:8]([CH3:9])=[C:7]([OH:10])[CH:6]=[CH:5][C:3]=1[OH:4].[Br:11]Br, predict the reaction product. The product is: [Br:11][C:6]1[C:7]([OH:10])=[C:8]([CH3:9])[C:2]([CH3:1])=[C:3]([OH:4])[CH:5]=1. (4) Given the reactants Cl[C:2]1[N:7]=[C:6]([C@H:8]([NH:12][S@:13]([C:15]([CH3:18])([CH3:17])[CH3:16])=[O:14])[CH2:9][CH:10]=[CH2:11])[CH:5]=[CH:4][CH:3]=1.[CH3:19][N:20]1[CH:24]=[C:23]([N+:25]([O-:27])=[O:26])[CH:22]=[N:21]1.C12(P(C34CC5CC(CC(C5)C3)C4)CCCC)CC3CC(CC(C3)C1)C2.C([O-])([O-])=O.[K+].[K+], predict the reaction product. The product is: [CH3:16][C:15]([S@@:13]([NH:12][C@@H:8]([C:6]1[CH:5]=[CH:4][CH:3]=[C:2]([C:24]2[N:20]([CH3:19])[N:21]=[CH:22][C:23]=2[N+:25]([O-:27])=[O:26])[N:7]=1)[CH2:9][CH:10]=[CH2:11])=[O:14])([CH3:18])[CH3:17]. (5) Given the reactants [CH3:1][O:2][C:3]1[CH:32]=[CH:31][C:6]([CH2:7][O:8][C:9]2[CH:10]=[CH:11][C:12](=[N:20]S(C3C=CC(C)=CC=3)(=O)=O)[N:13]([CH:15]([CH3:19])[C:16]([NH2:18])=O)[CH:14]=2)=[CH:5][CH:4]=1.FC(F)(F)C(OC(=O)C(F)(F)F)=O.[OH-].[Na+].O, predict the reaction product. The product is: [CH3:1][O:2][C:3]1[CH:32]=[CH:31][C:6]([CH2:7][O:8][C:9]2[CH:10]=[CH:11][C:12]3[N:13]([C:15]([CH3:19])=[C:16]([NH2:18])[N:20]=3)[CH:14]=2)=[CH:5][CH:4]=1. (6) Given the reactants [CH:1]1([CH2:6][C@H:7]([CH2:28][N:29]([CH:38]=[O:39])[O:30][CH2:31][C:32]2[CH:37]=[CH:36][CH:35]=[CH:34][CH:33]=2)[C:8]([N:10]2[C@H:14]([C:15](O)=[O:16])[CH2:13][CH2:12][N:11]2[C:18]([O:20][CH2:21][C:22]2[CH:27]=[CH:26][CH:25]=[CH:24][CH:23]=2)=[O:19])=[O:9])[CH2:5][CH2:4][CH2:3][CH2:2]1.CN1CCOCC1.F[B-](F)(F)F.COC1N=C(OC)N=C([N+]2(C)CCOCC2)N=1.[NH2:69][C:70]1[CH:85]=[CH:84][C:73]([C:74]([O:76][CH2:77][C:78]2[CH:83]=[CH:82][CH:81]=[CH:80][CH:79]=2)=[O:75])=[CH:72][CH:71]=1, predict the reaction product. The product is: [CH:1]1([CH2:6][C@H:7]([CH2:28][N:29]([CH:38]=[O:39])[O:30][CH2:31][C:32]2[CH:37]=[CH:36][CH:35]=[CH:34][CH:33]=2)[C:8]([N:10]2[C@H:14]([C:15]([NH:69][C:70]3[CH:85]=[CH:84][C:73]([C:74]([O:76][CH2:77][C:78]4[CH:83]=[CH:82][CH:81]=[CH:80][CH:79]=4)=[O:75])=[CH:72][CH:71]=3)=[O:16])[CH2:13][CH2:12][N:11]2[C:18]([O:20][CH2:21][C:22]2[CH:27]=[CH:26][CH:25]=[CH:24][CH:23]=2)=[O:19])=[O:9])[CH2:2][CH2:3][CH2:4][CH2:5]1. (7) Given the reactants I[CH2:2][C@@H:3]([CH3:16])[CH2:4][N:5]1[C:10]2[CH:11]=[CH:12][CH:13]=[CH:14][C:9]=2[S:8][CH2:7][C:6]1=[O:15].[CH2:17]([CH:21]1[CH2:26][CH2:25][NH:24][CH2:23][CH2:22]1)[CH2:18][CH2:19][CH3:20], predict the reaction product. The product is: [CH2:17]([CH:21]1[CH2:26][CH2:25][N:24]([CH2:2][C@@H:3]([CH3:16])[CH2:4][N:5]2[C:10]3[CH:11]=[CH:12][CH:13]=[CH:14][C:9]=3[S:8][CH2:7][C:6]2=[O:15])[CH2:23][CH2:22]1)[CH2:18][CH2:19][CH3:20].